The task is: Predict the reactants needed to synthesize the given product.. This data is from Full USPTO retrosynthesis dataset with 1.9M reactions from patents (1976-2016). (1) Given the product [CH3:1][N:2]([CH2:4][C:5]1[C:13]2[O:12][N:11]=[C:10]([CH2:14][CH2:15][CH:16]3[CH2:17][CH2:18][N:19]([CH2:34][C:29]4[CH:30]=[CH:31][CH:32]=[CH:33][N:28]=4)[CH2:20][CH2:21]3)[C:9]=2[CH:8]=[CH:7][C:6]=1[C:22]1[CH:27]=[CH:26][CH:25]=[CH:24][CH:23]=1)[CH3:3], predict the reactants needed to synthesize it. The reactants are: [CH3:1][N:2]([CH2:4][C:5]1[C:13]2[O:12][N:11]=[C:10]([CH2:14][CH2:15][CH:16]3[CH2:21][CH2:20][NH:19][CH2:18][CH2:17]3)[C:9]=2[CH:8]=[CH:7][C:6]=1[C:22]1[CH:27]=[CH:26][CH:25]=[CH:24][CH:23]=1)[CH3:3].[N:28]1[CH:33]=[CH:32][CH:31]=[CH:30][C:29]=1[CH:34]=O. (2) Given the product [C:10]1([C:16]2[N:9]3[CH2:8][CH2:7][CH2:6][CH2:5][CH2:4][C:3]3=[C:19]([C:18]([OH:21])=[O:17])[N:20]=2)[CH:15]=[CH:14][CH:13]=[CH:12][CH:11]=1, predict the reactants needed to synthesize it. The reactants are: CO[C:3]1[CH2:4][CH2:5][CH2:6][CH2:7][CH2:8][N:9]=1.[C:10]1([C:16]2[O:17][C:18](=[O:21])[CH2:19][N:20]=2)[CH:15]=[CH:14][CH:13]=[CH:12][CH:11]=1.ClCCCl.O.[OH-].[Li+].